Dataset: NCI-60 drug combinations with 297,098 pairs across 59 cell lines. Task: Regression. Given two drug SMILES strings and cell line genomic features, predict the synergy score measuring deviation from expected non-interaction effect. (1) Drug 1: C1=C(C(=O)NC(=O)N1)N(CCCl)CCCl. Drug 2: CC1CCCC2(C(O2)CC(NC(=O)CC(C(C(=O)C(C1O)C)(C)C)O)C(=CC3=CSC(=N3)C)C)C. Cell line: NCIH23. Synergy scores: CSS=9.19, Synergy_ZIP=3.98, Synergy_Bliss=-1.69, Synergy_Loewe=-2.78, Synergy_HSA=-2.62. (2) Drug 1: CN(C)N=NC1=C(NC=N1)C(=O)N. Drug 2: CC1CCCC2(C(O2)CC(NC(=O)CC(C(C(=O)C(C1O)C)(C)C)O)C(=CC3=CSC(=N3)C)C)C. Cell line: SF-268. Synergy scores: CSS=-7.62, Synergy_ZIP=2.20, Synergy_Bliss=1.30, Synergy_Loewe=-6.80, Synergy_HSA=-4.25. (3) Drug 1: CC1C(C(=O)NC(C(=O)N2CCCC2C(=O)N(CC(=O)N(C(C(=O)O1)C(C)C)C)C)C(C)C)NC(=O)C3=C4C(=C(C=C3)C)OC5=C(C(=O)C(=C(C5=N4)C(=O)NC6C(OC(=O)C(N(C(=O)CN(C(=O)C7CCCN7C(=O)C(NC6=O)C(C)C)C)C)C(C)C)C)N)C. Drug 2: C1CNP(=O)(OC1)N(CCCl)CCCl. Cell line: A498. Synergy scores: CSS=13.1, Synergy_ZIP=-3.36, Synergy_Bliss=1.55, Synergy_Loewe=-9.80, Synergy_HSA=0.738. (4) Synergy scores: CSS=32.2, Synergy_ZIP=-0.919, Synergy_Bliss=2.42, Synergy_Loewe=-16.0, Synergy_HSA=3.26. Drug 1: CC1C(C(CC(O1)OC2CC(CC3=C2C(=C4C(=C3O)C(=O)C5=C(C4=O)C(=CC=C5)OC)O)(C(=O)C)O)N)O.Cl. Cell line: IGROV1. Drug 2: C1=CC=C(C=C1)NC(=O)CCCCCCC(=O)NO.